From a dataset of Full USPTO retrosynthesis dataset with 1.9M reactions from patents (1976-2016). Predict the reactants needed to synthesize the given product. (1) Given the product [Br:1][C:2]1[CH:3]=[C:4]([O:8][CH2:9][C:10]2([NH2:11])[CH2:13][CH2:12]2)[CH:5]=[N:6][CH:7]=1, predict the reactants needed to synthesize it. The reactants are: [Br:1][C:2]1[CH:3]=[C:4]([O:8][CH2:9][C:10]#[N:11])[CH:5]=[N:6][CH:7]=1.[CH2:12]([Mg]Br)[CH3:13].[C@H](O)(C([O-])=O)[C@@H](O)C([O-])=O.[Na+].[K+]. (2) Given the product [ClH:30].[ClH:30].[NH2:17][CH2:16][C@@H:14]1[CH2:15][C@H:13]1[C:11]1[N:10]=[CH:9][NH:8][CH:12]=1, predict the reactants needed to synthesize it. The reactants are: C1(C(C2C=CC=CC=2)(C2C=CC=CC=2)[N:8]2[CH:12]=[C:11]([C@@H:13]3[CH2:15][C@H:14]3[CH2:16][NH2:17])[N:10]=[CH:9]2)C=CC=CC=1.[ClH:30].